This data is from Catalyst prediction with 721,799 reactions and 888 catalyst types from USPTO. The task is: Predict which catalyst facilitates the given reaction. (1) The catalyst class is: 480. Product: [C:1]([OH:8])(=[O:7])/[CH:2]=[CH:3]\[C:4]([OH:6])=[O:5].[N:9]1[CH:14]=[CH:13][CH:12]=[C:11]([CH2:15][C@H:16]2[C@H:21]([NH:22][C:23]([C:25]3[O:26][C:27]4[CH:33]=[CH:32][CH:31]=[CH:30][C:28]=4[CH:29]=3)=[O:24])[CH:20]3[CH2:34][CH2:35][N:17]2[CH2:18][CH2:19]3)[CH:10]=1. Reactant: [C:1]([OH:8])(=[O:7])/[CH:2]=[CH:3]\[C:4]([OH:6])=[O:5].[N:9]1[CH:14]=[CH:13][CH:12]=[C:11]([CH2:15][C@H:16]2[C@H:21]([NH:22][C:23]([C:25]3[O:26][C:27]4[CH:33]=[CH:32][CH:31]=[CH:30][C:28]=4[CH:29]=3)=[O:24])[CH:20]3[CH2:34][CH2:35][N:17]2[CH2:18][CH2:19]3)[CH:10]=1.C(O)(C)C. (2) Reactant: [Br:1][C:2]1[CH:7]=[CH:6][C:5]([O:8][CH2:9][CH2:10][CH2:11]Br)=[CH:4][CH:3]=1.Cl.[F:14][C:15]1([F:21])[CH2:20][CH2:19][NH:18][CH2:17][CH2:16]1.C(=O)([O-])[O-].[K+].[K+]. Product: [Br:1][C:2]1[CH:7]=[CH:6][C:5]([O:8][CH2:9][CH2:10][CH2:11][N:18]2[CH2:19][CH2:20][C:15]([F:21])([F:14])[CH2:16][CH2:17]2)=[CH:4][CH:3]=1. The catalyst class is: 10. (3) Reactant: [CH3:1][O:2][CH:3]1[CH2:8][CH2:7][CH2:6][CH2:5][C:4]1=O.Cl.[NH2:11][OH:12].C([O-])(=O)C.[Na+]. Product: [OH:12][N:11]=[C:4]1[CH2:5][CH2:6][CH2:7][CH2:8][CH:3]1[O:2][CH3:1]. The catalyst class is: 40. (4) Reactant: [CH3:1][O:2][C:3](=[O:23])[CH:4]([CH3:22])[CH2:5][C:6]1[C:14]2[C:9](=[CH:10][CH:11]=[CH:12][CH:13]=2)[N:8](C(OC(C)(C)C)=O)[CH:7]=1. Product: [NH:8]1[C:9]2[C:14](=[CH:13][CH:12]=[CH:11][CH:10]=2)[C:6]([CH2:5][CH:4]([CH3:22])[C:3]([O:2][CH3:1])=[O:23])=[CH:7]1. The catalyst class is: 157.